Dataset: HIV replication inhibition screening data with 41,000+ compounds from the AIDS Antiviral Screen. Task: Binary Classification. Given a drug SMILES string, predict its activity (active/inactive) in a high-throughput screening assay against a specified biological target. (1) The molecule is NC(=O)C(NC=O)c1ccccc1. The result is 0 (inactive). (2) The compound is CC(=O)c1ccc2c(c1)NC(=O)CC(C)N2. The result is 0 (inactive). (3) The result is 0 (inactive). The molecule is CCCCCCCCCCCCCCCCCC(=O)NCC(COP(=O)([O-])OCC[N+](C)(C)C)OCC. (4) The drug is c1ccc(-c2nc3c(N4CCOCC4)ncnc3o2)cc1. The result is 0 (inactive). (5) The molecule is CC1CN1SSN1CC1C. The result is 0 (inactive). (6) The compound is CC(C)Cc1nc(-c2cc3ccccc3[nH]2)c(CC(C)C)nc1-c1cc2ccccc2[nH]1. The result is 0 (inactive). (7) The drug is COC(=O)C12CSCN1C(=O)C(C(C)=O)=NN2C(=O)C(OC)(c1ccccc1)C(F)(F)F. The result is 0 (inactive).